This data is from Reaction yield outcomes from USPTO patents with 853,638 reactions. The task is: Predict the reaction yield, written as a fraction of the theoretical maximum amount of product (1.0 means a 100% yield; for example, 0.34 means a 34% yield). The reactants are [CH:1]([O:4][C:5]1[CH:10]=[CH:9][C:8]([N:11]2[C:16](=[O:17])[C:15]([CH2:18][C:19]3[CH:24]=[CH:23][C:22]([C:25]4[CH:30]=[CH:29][CH:28]=[CH:27][C:26]=4[C:31]4[NH:35][C:34](=[O:36])[O:33][N:32]=4)=[CH:21][CH:20]=3)=[C:14]([CH2:37][CH2:38][CH3:39])[N:13]=[C:12]2[CH3:40])=[CH:7][CH:6]=1)([CH3:3])[CH3:2].[ClH:41].C(OCC)(=O)C.C(OC(C)C)(C)C. The catalyst is C(OCC)(=O)C. The product is [ClH:41].[CH:1]([O:4][C:5]1[CH:10]=[CH:9][C:8]([N:11]2[C:16](=[O:17])[C:15]([CH2:18][C:19]3[CH:24]=[CH:23][C:22]([C:25]4[CH:30]=[CH:29][CH:28]=[CH:27][C:26]=4[C:31]4[NH:35][C:34](=[O:36])[O:33][N:32]=4)=[CH:21][CH:20]=3)=[C:14]([CH2:37][CH2:38][CH3:39])[N:13]=[C:12]2[CH3:40])=[CH:7][CH:6]=1)([CH3:3])[CH3:2]. The yield is 0.750.